Dataset: KCNQ2 potassium channel screen with 302,405 compounds. Task: Binary Classification. Given a drug SMILES string, predict its activity (active/inactive) in a high-throughput screening assay against a specified biological target. (1) The drug is [O-][N+](=O)c1c(N2CCCCCC2)cc(NCCO)c([N+]([O-])=O)c1. The result is 0 (inactive). (2) The compound is S(CC(=O)N1C(C(=O)Nc2c1cccc2)(C)C)c1ncccn1. The result is 0 (inactive).